From a dataset of Catalyst prediction with 721,799 reactions and 888 catalyst types from USPTO. Predict which catalyst facilitates the given reaction. (1) Reactant: [CH2:1]([N:8]1[CH:13]=[CH:12][CH:11]=[C:10]([C:14]([NH:16][C@@H:17]([CH2:22][CH2:23][CH2:24][NH:25][C:26]([O:28][C:29]([CH3:32])([CH3:31])[CH3:30])=[O:27])[C:18]([O:20]C)=[O:19])=[O:15])[C:9]1=[O:33])[C:2]1[CH:7]=[CH:6][CH:5]=[CH:4][CH:3]=1.Cl. Product: [CH2:1]([N:8]1[CH:13]=[CH:12][CH:11]=[C:10]([C:14]([NH:16][C@@H:17]([CH2:22][CH2:23][CH2:24][NH:25][C:26]([O:28][C:29]([CH3:31])([CH3:30])[CH3:32])=[O:27])[C:18]([OH:20])=[O:19])=[O:15])[C:9]1=[O:33])[C:2]1[CH:7]=[CH:6][CH:5]=[CH:4][CH:3]=1. The catalyst class is: 464. (2) Reactant: [F:1][C:2]1[CH:3]=[C:4]([N:14]2[CH2:18][C@H:17]([CH2:19][OH:20])[O:16][C:15]2=[O:21])[CH:5]=[CH:6][C:7]=1[N:8]1[CH:12]=[C:11]([CH3:13])[N:10]=[CH:9]1.C(N(CC)CC)C.[CH3:29][S:30](Cl)(=[O:32])=[O:31]. Product: [F:1][C:2]1[CH:3]=[C:4]([N:14]2[CH2:18][C@H:17]([CH2:19][O:20][S:30]([CH3:29])(=[O:32])=[O:31])[O:16][C:15]2=[O:21])[CH:5]=[CH:6][C:7]=1[N:8]1[CH:12]=[C:11]([CH3:13])[N:10]=[CH:9]1. The catalyst class is: 17.